Regression. Given two drug SMILES strings and cell line genomic features, predict the synergy score measuring deviation from expected non-interaction effect. From a dataset of NCI-60 drug combinations with 297,098 pairs across 59 cell lines. (1) Drug 1: C1=CC(=CC=C1CC(C(=O)O)N)N(CCCl)CCCl.Cl. Cell line: CCRF-CEM. Drug 2: C1C(C(OC1N2C=C(C(=O)NC2=O)F)CO)O. Synergy scores: CSS=71.5, Synergy_ZIP=0.291, Synergy_Bliss=0.230, Synergy_Loewe=-1.74, Synergy_HSA=2.09. (2) Drug 1: C1=C(C(=O)NC(=O)N1)F. Drug 2: C1CC(C1)(C(=O)O)C(=O)O.[NH2-].[NH2-].[Pt+2]. Cell line: 786-0. Synergy scores: CSS=56.2, Synergy_ZIP=-0.841, Synergy_Bliss=-1.81, Synergy_Loewe=-2.33, Synergy_HSA=3.62. (3) Drug 1: C1=CC(=CC=C1CCC2=CNC3=C2C(=O)NC(=N3)N)C(=O)NC(CCC(=O)O)C(=O)O. Drug 2: C#CCC(CC1=CN=C2C(=N1)C(=NC(=N2)N)N)C3=CC=C(C=C3)C(=O)NC(CCC(=O)O)C(=O)O. Cell line: NCI-H460. Synergy scores: CSS=31.9, Synergy_ZIP=1.83, Synergy_Bliss=-0.286, Synergy_Loewe=-0.0712, Synergy_HSA=-0.0171. (4) Drug 1: CC1=C2C(C(=O)C3(C(CC4C(C3C(C(C2(C)C)(CC1OC(=O)C(C(C5=CC=CC=C5)NC(=O)OC(C)(C)C)O)O)OC(=O)C6=CC=CC=C6)(CO4)OC(=O)C)OC)C)OC. Drug 2: B(C(CC(C)C)NC(=O)C(CC1=CC=CC=C1)NC(=O)C2=NC=CN=C2)(O)O. Cell line: 786-0. Synergy scores: CSS=53.1, Synergy_ZIP=5.53, Synergy_Bliss=4.82, Synergy_Loewe=-3.56, Synergy_HSA=5.70. (5) Drug 1: CC12CCC3C(C1CCC2=O)CC(=C)C4=CC(=O)C=CC34C. Drug 2: C(CC(=O)O)C(=O)CN.Cl. Cell line: NCI-H322M. Synergy scores: CSS=29.0, Synergy_ZIP=-10.4, Synergy_Bliss=-7.90, Synergy_Loewe=-8.50, Synergy_HSA=-5.21. (6) Drug 2: C1=CN(C=N1)CC(O)(P(=O)(O)O)P(=O)(O)O. Cell line: NCI-H460. Synergy scores: CSS=21.0, Synergy_ZIP=11.3, Synergy_Bliss=12.8, Synergy_Loewe=3.71, Synergy_HSA=12.1. Drug 1: CC1=C2C(C(=O)C3(C(CC4C(C3C(C(C2(C)C)(CC1OC(=O)C(C(C5=CC=CC=C5)NC(=O)OC(C)(C)C)O)O)OC(=O)C6=CC=CC=C6)(CO4)OC(=O)C)O)C)O. (7) Drug 1: COC1=NC(=NC2=C1N=CN2C3C(C(C(O3)CO)O)O)N. Drug 2: C1C(C(OC1N2C=NC3=C2NC=NCC3O)CO)O. Cell line: SF-539. Synergy scores: CSS=0.220, Synergy_ZIP=-0.0229, Synergy_Bliss=-0.384, Synergy_Loewe=-5.46, Synergy_HSA=-5.71.